Dataset: Reaction yield outcomes from USPTO patents with 853,638 reactions. Task: Predict the reaction yield, written as a fraction of the theoretical maximum amount of product (1.0 means a 100% yield; for example, 0.34 means a 34% yield). The reactants are [F:1][C:2]1[CH:3]=[C:4]2[C:8](=[C:9]([C:12]([OH:14])=O)[C:10]=1[F:11])[NH:7][CH:6]=[CH:5]2.CN(C(ON1N=NC2C=CC=CC1=2)=[N+](C)C)C.[B-](F)(F)(F)F.C(N(CC)C(C)C)(C)C.[C:46]([C:50]1[CH:67]=[CH:66][C:53]([CH2:54][NH:55][CH2:56][CH2:57][C:58]2[CH:63]=[CH:62][CH:61]=[C:60]([Cl:64])[C:59]=2[F:65])=[CH:52][CH:51]=1)([CH3:49])([CH3:48])[CH3:47]. The catalyst is CN(C=O)C.O. The product is [C:46]([C:50]1[CH:67]=[CH:66][C:53]([CH2:54][N:55]([CH2:56][CH2:57][C:58]2[CH:63]=[CH:62][CH:61]=[C:60]([Cl:64])[C:59]=2[F:65])[C:12]([C:9]2[C:10]([F:11])=[C:2]([F:1])[CH:3]=[C:4]3[C:8]=2[NH:7][CH:6]=[CH:5]3)=[O:14])=[CH:52][CH:51]=1)([CH3:49])([CH3:47])[CH3:48]. The yield is 0.460.